This data is from Reaction yield outcomes from USPTO patents with 853,638 reactions. The task is: Predict the reaction yield, written as a fraction of the theoretical maximum amount of product (1.0 means a 100% yield; for example, 0.34 means a 34% yield). The reactants are [OH:1][C:2]1[CH:7]=[CH:6][C:5]([N:8]2[C:13](=[O:14])[C:12]([CH2:15][C:16]3[CH:21]=[CH:20][C:19]([C:22]4[C:23]([C:28]#[N:29])=[CH:24][CH:25]=[CH:26][CH:27]=4)=[CH:18][CH:17]=3)=[C:11]([CH2:30][CH2:31][CH3:32])[N:10]=[C:9]2[CH3:33])=[CH:4][CH:3]=1.[Si]([O:41][CH:42]1[CH2:47][CH2:46][CH:45](O)[CH2:44][C:43]1([CH3:50])[CH3:49])(C(C)(C)C)(C)C.C1(P(C2C=CC=CC=2)C2C=CC=CC=2)C=CC=CC=1.[N:71]([C:72]([O:74]C(C)C)=[O:73])=[N:71][C:72]([O:74]C(C)C)=[O:73]. The catalyst is O1CCCC1.O.C(OCC)(=O)C. The product is [OH:41][CH:42]1[CH2:47][CH2:46][CH:45]([O:1][C:2]2[CH:3]=[CH:4][C:5]([N:8]3[C:13](=[O:14])[C:12]([CH2:15][C:16]4[CH:21]=[CH:20][C:19]([C:22]5[CH:27]=[CH:26][CH:25]=[CH:24][C:23]=5[C:28]5[NH:71][C:72](=[O:73])[O:74][N:29]=5)=[CH:18][CH:17]=4)=[C:11]([CH2:30][CH2:31][CH3:32])[N:10]=[C:9]3[CH3:33])=[CH:6][CH:7]=2)[CH2:44][C:43]1([CH3:49])[CH3:50]. The yield is 0.460.